This data is from Catalyst prediction with 721,799 reactions and 888 catalyst types from USPTO. The task is: Predict which catalyst facilitates the given reaction. (1) Product: [Cl:1][C:2]1[CH:10]=[CH:9][CH:8]=[C:7]2[C:3]=1[C:4]([C:17]([OH:22])=[O:23])=[CH:5][N:6]2[CH2:11][CH:12]1[CH2:16][CH2:15][O:14][CH2:13]1. Reactant: [Cl:1][C:2]1[CH:10]=[CH:9][CH:8]=[C:7]2[C:3]=1[C:4]([C:17](=[O:22])C(F)(F)F)=[CH:5][N:6]2[CH2:11][CH:12]1[CH2:16][CH2:15][O:14][CH2:13]1.[OH-:23].[Na+]. The catalyst class is: 14. (2) Reactant: [OH:1][CH2:2][CH2:3][NH:4][CH2:5][C@H:6]1[N:11]([C:12]([C:14]2[CH:18]=[C:17]([CH3:19])[N:16]([C:20]3[CH:25]=[CH:24][CH:23]=[CH:22][CH:21]=3)[C:15]=2[C:26]2[CH:31]=[CH:30][CH:29]=[CH:28][CH:27]=2)=[O:13])[CH2:10][CH2:9][N:8]([C:32]([O:34][C:35]([CH3:38])([CH3:37])[CH3:36])=[O:33])[CH2:7]1.N1[CH:44]=[CH:43]C=CC=1.ClCC(Cl)=[O:48].C(=O)(O)[O-].[Na+]. Product: [CH3:19][C:17]1[N:16]([C:20]2[CH:25]=[CH:24][CH:23]=[CH:22][CH:21]=2)[C:15]([C:26]2[CH:31]=[CH:30][CH:29]=[CH:28][CH:27]=2)=[C:14]([C:12]([N:11]2[CH2:10][CH2:9][N:8]([C:32]([O:34][C:35]([CH3:38])([CH3:37])[CH3:36])=[O:33])[CH2:7][C@H:6]2[CH2:5][N:4]2[CH2:44][CH2:43][O:1][CH2:2][C:3]2=[O:48])=[O:13])[CH:18]=1. The catalyst class is: 1.